Dataset: Peptide-MHC class I binding affinity with 185,985 pairs from IEDB/IMGT. Task: Regression. Given a peptide amino acid sequence and an MHC pseudo amino acid sequence, predict their binding affinity value. This is MHC class I binding data. (1) The peptide sequence is ELDEIGEDV. The MHC is HLA-B40:01 with pseudo-sequence HLA-B40:01. The binding affinity (normalized) is 0.0847. (2) The peptide sequence is YTENTSSYY. The MHC is HLA-A02:11 with pseudo-sequence HLA-A02:11. The binding affinity (normalized) is 0.0847. (3) The peptide sequence is FLGKIWPSYK. The MHC is HLA-B18:01 with pseudo-sequence HLA-B18:01. The binding affinity (normalized) is 0. (4) The peptide sequence is NWDWGVFFK. The MHC is HLA-A68:02 with pseudo-sequence HLA-A68:02. The binding affinity (normalized) is 0.